The task is: Predict the reactants needed to synthesize the given product.. This data is from Full USPTO retrosynthesis dataset with 1.9M reactions from patents (1976-2016). Given the product [C:21]([O:20][C:18]([N:27]1[CH2:28][CH:29]2[CH:25]([CH2:30]2)[CH:26]1[C:31]([OH:33])=[O:32])=[O:19])([CH3:22])([CH3:23])[CH3:24], predict the reactants needed to synthesize it. The reactants are: CCN(C(C)C)C(C)C.[C:18](O[C:18]([O:20][C:21]([CH3:24])([CH3:23])[CH3:22])=[O:19])([O:20][C:21]([CH3:24])([CH3:23])[CH3:22])=[O:19].[CH:25]12[CH2:30][CH:29]1[CH2:28][NH:27][CH:26]2[C:31]([OH:33])=[O:32].